The task is: Predict the reactants needed to synthesize the given product.. This data is from Full USPTO retrosynthesis dataset with 1.9M reactions from patents (1976-2016). (1) Given the product [C:37]([O:36][C:34](=[O:35])[N:24]([CH2:6][C:5]1[CH:8]=[CH:9][C:2]([Br:1])=[CH:3][C:4]=1[CH2:10][CH3:11])[CH2:23][CH:12]1[CH2:13][CH2:14]1)([CH3:40])([CH3:39])[CH3:38], predict the reactants needed to synthesize it. The reactants are: [Br:1][C:2]1[CH:9]=[CH:8][C:5]([CH:6]=O)=[C:4]([CH2:10][CH3:11])[CH:3]=1.[CH:12]1(NC)[CH2:14][CH2:13]1.S([O-])([O-])(=O)=O.[Mg+2].[C:23]([BH3-])#[N:24].[Na+].C(N(CC)CC)C.[C:34](O[C:34]([O:36][C:37]([CH3:40])([CH3:39])[CH3:38])=[O:35])([O:36][C:37]([CH3:40])([CH3:39])[CH3:38])=[O:35]. (2) Given the product [CH3:10][N:5]1[C:4](=[O:11])[C:3]([N+:12]([O-:14])=[O:13])=[C:2]([CH:1]=[CH:21][C:23]2[CH:31]=[CH:30][C:26]([C:27]([OH:29])=[O:28])=[CH:25][CH:24]=2)[N:7]([CH3:8])[C:6]1=[O:9], predict the reactants needed to synthesize it. The reactants are: [CH3:1][C:2]1[N:7]([CH3:8])[C:6](=[O:9])[N:5]([CH3:10])[C:4](=[O:11])[C:3]=1[N+:12]([O-:14])=[O:13].N1CCCCC1.[CH:21]([C:23]1[CH:31]=[CH:30][C:26]([C:27]([OH:29])=[O:28])=[CH:25][CH:24]=1)=O. (3) The reactants are: [S:1]1[CH:5]=[CH:4][CH:3]=[C:2]1[SH:6].Br[CH2:8][CH2:9][CH2:10][CH2:11][CH2:12][C:13]([OH:15])=[O:14]. Given the product [S:1]1[CH:5]=[CH:4][CH:3]=[C:2]1[S:6][CH2:8][CH2:9][CH2:10][CH2:11][CH2:12][C:13]([OH:15])=[O:14], predict the reactants needed to synthesize it.